This data is from Catalyst prediction with 721,799 reactions and 888 catalyst types from USPTO. The task is: Predict which catalyst facilitates the given reaction. (1) Reactant: [Cl:1][C:2]1[CH:9]=[C:8]([N:10]2[C:14]([CH3:15])=[C:13]([OH:16])[C:12]([CH3:17])=[N:11]2)[CH:7]=[CH:6][C:3]=1[C:4]#[N:5].Br[CH2:19][C:20]1[CH:25]=[CH:24][C:23]([F:26])=[CH:22][CH:21]=1.C(=O)([O-])[O-].[K+].[K+].[Cl-].[NH4+]. Product: [Cl:1][C:2]1[CH:9]=[C:8]([N:10]2[C:14]([CH3:15])=[C:13]([O:16][CH2:19][C:20]3[CH:25]=[CH:24][C:23]([F:26])=[CH:22][CH:21]=3)[C:12]([CH3:17])=[N:11]2)[CH:7]=[CH:6][C:3]=1[C:4]#[N:5]. The catalyst class is: 3. (2) Reactant: [Br:1][C:2]1[C:3]([O:12][C:13]2[CH:18]=[CH:17][CH:16]=[C:15]([C:19]([F:22])([F:21])[F:20])[CH:14]=2)=[N:4][CH:5]=[C:6]([CH:11]=1)[C:7]([O:9]C)=[O:8].[Li+].[OH-]. The catalyst class is: 364. Product: [Br:1][C:2]1[C:3]([O:12][C:13]2[CH:18]=[CH:17][CH:16]=[C:15]([C:19]([F:21])([F:22])[F:20])[CH:14]=2)=[N:4][CH:5]=[C:6]([CH:11]=1)[C:7]([OH:9])=[O:8]. (3) Reactant: [NH2:1][C:2]1[CH:7]=[C:6]([N+:8]([O-:10])=[O:9])[CH:5]=[CH:4][C:3]=1[OH:11].[C:12](O[C:12]([O:14][C:15]([CH3:18])([CH3:17])[CH3:16])=[O:13])([O:14][C:15]([CH3:18])([CH3:17])[CH3:16])=[O:13].CCCCCC.C(OCC)(=O)C. Product: [OH:11][C:3]1[CH:4]=[CH:5][C:6]([N+:8]([O-:10])=[O:9])=[CH:7][C:2]=1[NH:1][C:12](=[O:13])[O:14][C:15]([CH3:18])([CH3:17])[CH3:16]. The catalyst class is: 1. (4) Reactant: [F:1][C:2]1[CH:7]=[CH:6][C:5]([OH:8])=[C:4]([N+:9]([O-])=O)[CH:3]=1. Product: [NH2:9][C:4]1[CH:3]=[C:2]([F:1])[CH:7]=[CH:6][C:5]=1[OH:8]. The catalyst class is: 29. (5) Reactant: C[O:2][C:3](=[O:32])[CH2:4][CH2:5][C:6]1[CH:11]=[CH:10][C:9]([O:12][CH2:13][CH2:14][C@@H:15]([O:17][C:18]2[CH:23]=[CH:22][C:21]([CH2:24][CH3:25])=[CH:20][C:19]=2[C:26]2[S:27][CH:28]=[CH:29][CH:30]=2)[CH3:16])=[CH:8][C:7]=1[CH3:31]. Product: [CH2:24]([C:21]1[CH:22]=[CH:23][C:18]([O:17][C@@H:15]([CH3:16])[CH2:14][CH2:13][O:12][C:9]2[CH:10]=[CH:11][C:6]([CH2:5][CH2:4][C:3]([OH:32])=[O:2])=[C:7]([CH3:31])[CH:8]=2)=[C:19]([C:26]2[S:27][CH:28]=[CH:29][CH:30]=2)[CH:20]=1)[CH3:25]. The catalyst class is: 5. (6) Reactant: [CH:1]1[C:13]2[N:12]([CH2:14][CH2:15][C:16]3[CH:17]=[CH:18][C:19]4[NH:20][C:21]5[C:26]([C:27]=4[CH:28]=3)=[CH:25][C:24]([CH2:29][CH2:30][N:31]3[C:43]4[CH:42]=[CH:41][CH:40]=[CH:39][C:38]=4[C:37]4[C:32]3=[CH:33][CH:34]=[CH:35][CH:36]=4)=[CH:23][CH:22]=5)[C:11]3[C:6](=[CH:7][CH:8]=[CH:9][CH:10]=3)[C:5]=2[CH:4]=[CH:3][CH:2]=1.[C:44](=O)([O-])[O-:45].[K+].[K+].C1OCCOCCOCCOCCOCCOC1. Product: [CH:42]1[C:43]2[N:31]([CH2:30][CH2:29][C:24]3[CH:23]=[CH:22][C:21]4[N:20]([CH:44]=[O:45])[C:19]5[C:27]([C:26]=4[CH:25]=3)=[CH:28][C:16]([CH2:15][CH2:14][N:12]3[C:13]4[CH:1]=[CH:2][CH:3]=[CH:4][C:5]=4[C:6]4[C:11]3=[CH:10][CH:9]=[CH:8][CH:7]=4)=[CH:17][CH:18]=5)[C:32]3[C:37](=[CH:36][CH:35]=[CH:34][CH:33]=3)[C:38]=2[CH:39]=[CH:40][CH:41]=1. The catalyst class is: 536. (7) Reactant: [C:1]([O:5][C:6]([NH:8][CH2:9][CH2:10][CH2:11][C@H:12]([NH:17][C:18]([C:20]1[S:21][C:22]([CH:25]([C:31]2[S:32][CH:33]=[CH:34][CH:35]=2)[C:26]2[S:27][CH:28]=[CH:29][CH:30]=2)=[CH:23][CH:24]=1)=[O:19])[C:13]([O:15]C)=[O:14])=[O:7])([CH3:4])([CH3:3])[CH3:2]. Product: [C:1]([O:5][C:6]([NH:8][CH2:9][CH2:10][CH2:11][C@H:12]([NH:17][C:18]([C:20]1[S:21][C:22]([CH:25]([C:26]2[S:27][CH:28]=[CH:29][CH:30]=2)[C:31]2[S:32][CH:33]=[CH:34][CH:35]=2)=[CH:23][CH:24]=1)=[O:19])[C:13]([OH:15])=[O:14])=[O:7])([CH3:4])([CH3:2])[CH3:3]. The catalyst class is: 273.